From a dataset of Forward reaction prediction with 1.9M reactions from USPTO patents (1976-2016). Predict the product of the given reaction. (1) Given the reactants [CH3:1][C:2]1[O:6][C:5]([C:7]2[CH:8]=[CH:9][C:10]3[N:14]=[CH:13][N:12]([C:15]4[CH:20]=[CH:19][C:18](SC)=[CH:17][CH:16]=4)[C:11]=3[CH:23]=2)=[N:4][N:3]=1.Cl[C:25]1C=CC=C(C(OO)=O)C=1.[S:35]([O-:39])([O-])(=[O:37])=S.[Na+].[Na+], predict the reaction product. The product is: [CH3:1][C:2]1[O:6][C:5]([C:7]2[CH:8]=[CH:9][C:10]3[N:14]=[CH:13][N:12]([C:15]4[CH:20]=[CH:19][C:18]([S:35]([CH3:25])(=[O:39])=[O:37])=[CH:17][CH:16]=4)[C:11]=3[CH:23]=2)=[N:4][N:3]=1. (2) The product is: [CH3:18][O:10][C:8](=[O:9])[C:7]1[CH:11]=[C:12]([OH:15])[CH:13]=[CH:14][C:6]=1[Br:5]. Given the reactants B(Br)(Br)Br.[Br:5][C:6]1[CH:14]=[CH:13][C:12]([O:15]C)=[CH:11][C:7]=1[C:8]([OH:10])=[O:9].Cl[CH2:18]Cl, predict the reaction product. (3) Given the reactants [OH:1][C:2]1[CH:9]=N[CH:7]=[C:6]([O:10][CH3:11])[C:3]=1[CH:4]=[O:5].Cl[CH2:13][C:14]1[C:15]([C:20]2[N:24]([CH2:25][C:26]([F:29])([F:28])[F:27])[N:23]=[CH:22][CH:21]=2)=[N:16][CH:17]=[CH:18][CH:19]=1.[C:30](=O)([O-])[O-].[K+].[K+], predict the reaction product. The product is: [CH3:11][O:10][C:6]1[CH:7]=[CH:30][CH:9]=[C:2]([O:1][CH2:13][C:14]2[C:15]([C:20]3[N:24]([CH2:25][C:26]([F:29])([F:28])[F:27])[N:23]=[CH:22][CH:21]=3)=[N:16][CH:17]=[CH:18][CH:19]=2)[C:3]=1[CH:4]=[O:5]. (4) Given the reactants Cl[C:2]1[CH:7]=[C:6]([Cl:8])[C:5]([Cl:9])=[CH:4][C:3]=1[N+:10]([O-:12])=[O:11].[NH2:13][C:14]1[CH:19]=[CH:18][C:17]([CH2:20][CH2:21][OH:22])=[CH:16][CH:15]=1, predict the reaction product. The product is: [Cl:9][C:5]1[C:6]([Cl:8])=[CH:7][C:2]([NH:13][C:14]2[CH:19]=[CH:18][C:17]([CH2:20][CH2:21][OH:22])=[CH:16][CH:15]=2)=[C:3]([N+:10]([O-:12])=[O:11])[CH:4]=1. (5) Given the reactants [CH2:1]([S:5]([NH:8][C:9](=[O:23])[C:10]1[CH:15]=[CH:14][C:13]([NH:16][C:17](=[O:19])[CH3:18])=[C:12]([N+:20]([O-])=O)[CH:11]=1)(=[O:7])=[O:6])[CH2:2][CH2:3][CH3:4].CO.C(=O)(O)[O-].[K+], predict the reaction product. The product is: [CH2:1]([S:5]([NH:8][C:9](=[O:23])[C:10]1[CH:15]=[CH:14][C:13]([NH:16][C:17](=[O:19])[CH3:18])=[C:12]([NH2:20])[CH:11]=1)(=[O:7])=[O:6])[CH2:2][CH2:3][CH3:4]. (6) The product is: [CH2:34]([C:21]1[CH:20]=[C:19]([CH:24]=[CH:23][CH:22]=1)[CH2:18][N:15]1[CH2:16][CH2:17][C:12]2([N:11]([CH2:26][CH2:27][CH2:28][CH:29]=[CH2:30])[C:10](=[O:31])[N:9]=[C:8]2[NH:7][CH:1]2[CH2:6][CH2:5][CH2:4][CH2:3][CH2:2]2)[CH2:13][CH2:14]1)[CH:33]=[CH2:32]. Given the reactants [CH:1]1([NH:7][C:8]2[C:12]3([CH2:17][CH2:16][N:15]([CH2:18][C:19]4[CH:24]=[CH:23][CH:22]=[C:21](I)[CH:20]=4)[CH2:14][CH2:13]3)[N:11]([CH2:26][CH2:27][CH2:28][CH:29]=[CH2:30])[C:10](=[O:31])[N:9]=2)[CH2:6][CH2:5][CH2:4][CH2:3][CH2:2]1.[CH2:32]([Sn](CCCC)(CCCC)CCCC)[CH:33]=[CH2:34], predict the reaction product. (7) Given the reactants [NH2:1][CH:2]1[CH2:7][CH2:6][N:5]([C:8]([O:10][C:11]([CH3:14])([CH3:13])[CH3:12])=[O:9])[CH2:4][CH2:3]1.[CH3:15][O:16][C:17]1[CH:18]=[C:19]([CH:23]=[CH:24][CH:25]=1)[C:20](O)=[O:21].C1C=CC2N(O)N=NC=2C=1.CCN=C=NCCCN(C)C.Cl, predict the reaction product. The product is: [CH3:15][O:16][C:17]1[CH:18]=[C:19]([CH:23]=[CH:24][CH:25]=1)[C:20]([NH:1][CH:2]1[CH2:3][CH2:4][N:5]([C:8]([O:10][C:11]([CH3:14])([CH3:13])[CH3:12])=[O:9])[CH2:6][CH2:7]1)=[O:21].